Dataset: Forward reaction prediction with 1.9M reactions from USPTO patents (1976-2016). Task: Predict the product of the given reaction. (1) Given the reactants P([O-])([O-])([O-])=[O:2].[OH:6][C@H:7]([CH2:59][CH2:60][O:61][C:62]1[CH:67]=[CH:66][CH:65]=[CH:64][CH:63]=1)[CH2:8][C:9](SCCNC(=O)CCNC(=O)[C@H](O)C(C)(C)COP(O)(=O)OP(O)(=O)OC[C@H]1O[C@@H](N2C3N=CN=C(N)C=3N=C2)[C@H](O)[C@@H]1OP(O)(O)=O)=[O:10], predict the reaction product. The product is: [OH:6][CH:7]([CH2:59][CH2:60][O:61][C:62]1[CH:67]=[CH:66][CH:65]=[CH:64][CH:63]=1)[CH2:8][C:9]([OH:10])=[O:2]. (2) Given the reactants C(O)C.[N:4]1[CH:5]=[CH:6][N:7]2[CH:12]=[C:11]([C:13]3[C:17]4[CH2:18][N:19](C(OC(C)(C)C)=O)[CH2:20][CH2:21][C:16]=4[NH:15][N:14]=3)[CH:10]=[CH:9][C:8]=12.Cl, predict the reaction product. The product is: [N:4]1[CH:5]=[CH:6][N:7]2[CH:12]=[C:11]([C:13]3[C:17]4[CH2:18][NH:19][CH2:20][CH2:21][C:16]=4[NH:15][N:14]=3)[CH:10]=[CH:9][C:8]=12. (3) Given the reactants [CH3:1][C:2]1[C:3]([CH2:14][S:15][C:16]2[NH:20][C:19]3[CH:21]=[CH:22][CH:23]=[CH:24][C:18]=3[N:17]=2)=[N:4][CH:5]=[CH:6][C:7]=1[O:8][CH2:9][CH2:10][CH2:11][O:12][CH3:13].C([O-])([O-])=[O:26].C([O-])([O-])=O.OO.OO.OO.[Na+].[Na+].[Na+].[Na+].O.C(O)(=O)C, predict the reaction product. The product is: [CH3:1][C:2]1[C:3]([CH2:14][S+:15]([O-:26])[C:16]2[NH:20][C:19]3[CH:21]=[CH:22][CH:23]=[CH:24][C:18]=3[N:17]=2)=[N:4][CH:5]=[CH:6][C:7]=1[O:8][CH2:9][CH2:10][CH2:11][O:12][CH3:13]. (4) Given the reactants [Cl-].[Al+3].[Cl-].[Cl-].N1C=CC=CC=1.[N+:11]([C:14]1[C:15]([OH:24])=[C:16]([O:22]C)[CH:17]=[C:18]([CH:21]=1)[CH:19]=[O:20])([O-:13])=[O:12].Cl, predict the reaction product. The product is: [OH:22][C:16]1[CH:17]=[C:18]([CH:21]=[C:14]([N+:11]([O-:13])=[O:12])[C:15]=1[OH:24])[CH:19]=[O:20]. (5) Given the reactants [CH3:1][O:2][C:3]1[C:12]2[CH2:11][CH2:10][C@H:9]3[C@H:13]([CH3:20])[C:14]4[O:18][N:17]=[CH:16][C:15]=4[CH2:19][C@:8]3([C:21]3[CH:26]=[CH:25][CH:24]=[CH:23][CH:22]=3)[C:7]=2[N:6]=[C:5]([CH3:27])[N:4]=1.C[O-].[Na+], predict the reaction product. The product is: [CH3:1][O:2][C:3]1[C:12]2[CH2:11][CH2:10][C@H:9]3[C@H:13]([CH3:20])[C:14](=[O:18])[CH:15]([C:16]#[N:17])[CH2:19][C@:8]3([C:21]3[CH:22]=[CH:23][CH:24]=[CH:25][CH:26]=3)[C:7]=2[N:6]=[C:5]([CH3:27])[N:4]=1. (6) Given the reactants [CH3:1][C:2]([CH3:16])([CH3:15])[CH2:3][S:4]([C:7]1[CH:14]=[CH:13][C:10]([CH2:11]N)=[CH:9][CH:8]=1)(=O)=O.Cl.C([O-])(O)=O.[Na+], predict the reaction product. The product is: [CH3:1][C:2]([CH3:16])([CH3:15])[CH2:3][S:4][C:7]1[CH:8]=[CH:9][C:10]([CH3:11])=[CH:13][CH:14]=1. (7) Given the reactants [Cl:1][C:2]1[CH:3]=[CH:4][C:5]([NH:10][C:11]2[C:16]([Cl:17])=[CH:15][N:14]=[C:13]([NH:18][C:19]3[N:23]([CH:24]([CH3:26])[CH3:25])[N:22]=[C:21]([CH3:27])[CH:20]=3)[CH:12]=2)=C([CH:9]=1)C#N.[OH-].[Na+].[C:30]([O:33]CC)(=[O:32])[CH3:31], predict the reaction product. The product is: [Cl:1][C:2]1[CH:3]=[CH:4][C:5]([NH:10][C:11]2[C:16]([Cl:17])=[CH:15][N:14]=[C:13]([NH:18][C:19]3[N:23]([CH:24]([CH3:25])[CH3:26])[N:22]=[C:21]([CH3:27])[CH:20]=3)[CH:12]=2)=[C:31]([CH:9]=1)[C:30]([OH:33])=[O:32].